This data is from Reaction yield outcomes from USPTO patents with 853,638 reactions. The task is: Predict the reaction yield, written as a fraction of the theoretical maximum amount of product (1.0 means a 100% yield; for example, 0.34 means a 34% yield). (1) The reactants are [F:1][C:2]1[CH:7]=[C:6]([S:8][CH3:9])[CH:5]=[CH:4][C:3]=1[NH:10][C:11]1[C:12]([C:20]([O:22]CC)=O)=[N:13][N:14]([CH3:19])[C:15](=[O:18])[C:16]=1[CH3:17].C([O:27][CH2:28][CH2:29][O:30][NH2:31])=C. No catalyst specified. The product is [F:1][C:2]1[CH:7]=[C:6]([S:8][CH3:9])[CH:5]=[CH:4][C:3]=1[NH:10][C:11]1[C:12]([C:20]([NH:31][O:30][CH2:29][CH2:28][OH:27])=[O:22])=[N:13][N:14]([CH3:19])[C:15](=[O:18])[C:16]=1[CH3:17]. The yield is 0.780. (2) The reactants are C([O:3][C:4](=O)[C:5]1[CH:10]=[C:9]([O:11][CH2:12][CH3:13])[C:8]([NH2:14])=[C:7]([O:15][CH2:16][CH3:17])[CH:6]=1)C.[H-].C([Al+]CC(C)C)C(C)C. The catalyst is ClCCl. The product is [NH2:14][C:8]1[C:7]([O:15][CH2:16][CH3:17])=[CH:6][C:5]([CH2:4][OH:3])=[CH:10][C:9]=1[O:11][CH2:12][CH3:13]. The yield is 0.470. (3) The reactants are [N+:1]([C:4]1[CH:9]=[CH:8][CH:7]=[C:6]([C:10]2[CH:15]=[CH:14][N:13]=[CH:12][CH:11]=2)[C:5]=1[NH:16]C(=O)C)([O-:3])=[O:2].[OH-].[Na+]. The catalyst is CO. The product is [N+:1]([C:4]1[CH:9]=[CH:8][CH:7]=[C:6]([C:10]2[CH:11]=[CH:12][N:13]=[CH:14][CH:15]=2)[C:5]=1[NH2:16])([O-:3])=[O:2]. The yield is 0.910. (4) The reactants are [Cl:1][C:2]1[CH:3]=[C:4]2[C:9](=[CH:10][N:11]=1)[N:8]=[CH:7][CH:6]=[C:5]2[OH:12].C(N(C(C)C)CC)(C)C.[F:22][C:23]([F:42])([F:41])[S:24](N(C1C=CC=CC=1)[S:24]([C:23]([F:42])([F:41])[F:22])(=[O:26])=[O:25])(=[O:26])=[O:25]. The catalyst is C(Cl)Cl. The product is [F:22][C:23]([F:42])([F:41])[S:24]([O:12][C:5]1[C:4]2[C:9](=[CH:10][N:11]=[C:2]([Cl:1])[CH:3]=2)[N:8]=[CH:7][CH:6]=1)(=[O:26])=[O:25]. The yield is 0.650. (5) The reactants are [CH:1]1([NH:4][S:5]([C:8]2[C:13]([Cl:14])=[CH:12][CH:11]=[C:10]([N+:15]([O-])=O)[C:9]=2[OH:18])(=[O:7])=[O:6])[CH2:3][CH2:2]1.[H][H]. The catalyst is [Pd]. The product is [CH:1]1([NH:4][S:5]([C:8]2[C:13]([Cl:14])=[CH:12][CH:11]=[C:10]([NH2:15])[C:9]=2[OH:18])(=[O:7])=[O:6])[CH2:3][CH2:2]1. The yield is 0.990. (6) The reactants are [Cl:1][C:2]1[CH:7]=[CH:6][CH:5]=[CH:4][C:3]=1[C:8]1[N:9]([C:16]2[CH:21]=[CH:20][C:19]([Cl:22])=[CH:18][CH:17]=2)[CH:10]=[C:11]([C:13](O)=[O:14])[N:12]=1.F[P-](F)(F)(F)(F)F.N1(OC(N(C)C)=[N+](C)C)[C:34]2[N:35]=[CH:36][CH:37]=[CH:38][C:33]=2[N:32]=N1.CN1CCOCC1.NC1C=NC=CC=1. The catalyst is ClCCl. The product is [Cl:1][C:2]1[CH:7]=[CH:6][CH:5]=[CH:4][C:3]=1[C:8]1[N:9]([C:16]2[CH:17]=[CH:18][C:19]([Cl:22])=[CH:20][CH:21]=2)[CH:10]=[C:11]([C:13]([NH:32][C:33]2[CH:34]=[N:35][CH:36]=[CH:37][CH:38]=2)=[O:14])[N:12]=1. The yield is 0.540.